From a dataset of Forward reaction prediction with 1.9M reactions from USPTO patents (1976-2016). Predict the product of the given reaction. (1) Given the reactants [CH2:1]([N:8]([CH3:30])[C:9]1[C:10]([C:23]2[CH:28]=[CH:27][C:26]([F:29])=[CH:25][CH:24]=2)=[N:11][C:12]2[C:17]([N:18]=1)=[CH:16][C:15]([C:19]([O:21]C)=[O:20])=[CH:14][CH:13]=2)[C:2]1[CH:7]=[CH:6][CH:5]=[CH:4][CH:3]=1.[OH-].[Na+].Cl, predict the reaction product. The product is: [CH2:1]([N:8]([CH3:30])[C:9]1[C:10]([C:23]2[CH:24]=[CH:25][C:26]([F:29])=[CH:27][CH:28]=2)=[N:11][C:12]2[C:17]([N:18]=1)=[CH:16][C:15]([C:19]([OH:21])=[O:20])=[CH:14][CH:13]=2)[C:2]1[CH:3]=[CH:4][CH:5]=[CH:6][CH:7]=1. (2) Given the reactants [C:1]1([C:7]2([OH:17])[C@H:16]3[C@H:11]([CH2:12][CH2:13][CH2:14][CH2:15]3)[NH:10][CH2:9][CH2:8]2)[CH:6]=[CH:5][CH:4]=[CH:3][CH:2]=1.Cl[C:19]1[CH:24]=[C:23]([C:25]([F:28])([F:27])[F:26])[CH:22]=[CH:21][N:20]=1.CC(C)([O-])C.[K+].F[B-](F)(F)F.C(C1C=CC=C(CCC)C=1[N+]1CCN(C2C(CCC)=CC=CC=2CCC)C=1)CC, predict the reaction product. The product is: [C:1]1([C:7]2([OH:17])[C@H:16]3[C@H:11]([CH2:12][CH2:13][CH2:14][CH2:15]3)[N:10]([C:19]3[CH:24]=[C:23]([C:25]([F:28])([F:27])[F:26])[CH:22]=[CH:21][N:20]=3)[CH2:9][CH2:8]2)[CH:2]=[CH:3][CH:4]=[CH:5][CH:6]=1. (3) Given the reactants C([O:4][CH2:5][C@@H:6]1[C@@H:11]([O:12]C(=O)C)[C@H:10]([O:16]C(=O)C)[C@H:9]([O:20]C(=O)C)[C@@H:8]([N:24]2[CH:28]=[C:27]([C:29]3[CH:34]=[CH:33][CH:32]=[C:31]([C:35]4[N:36]=[N:37][N:38]([C@@H:40]5[C@@H:45]([O:46]C(=O)C)[C@@H:44]([O:50]C(=O)C)[C@H:43]([O:54]C(=O)C)[C@@H:42]([CH2:58][O:59]C(=O)C)[O:41]5)[CH:39]=4)[CH:30]=3)[N:26]=[N:25]2)[O:7]1)(=O)C.CO[Na], predict the reaction product. The product is: [OH:59][CH2:58][C@@H:42]1[C@@H:43]([OH:54])[C@H:44]([OH:50])[C@H:45]([OH:46])[C@@H:40]([N:38]2[CH:39]=[C:35]([C:31]3[CH:32]=[CH:33][CH:34]=[C:29]([C:27]4[N:26]=[N:25][N:24]([C@@H:8]5[C@@H:9]([OH:20])[C@@H:10]([OH:16])[C@H:11]([OH:12])[C@@H:6]([CH2:5][OH:4])[O:7]5)[CH:28]=4)[CH:30]=3)[N:36]=[N:37]2)[O:41]1. (4) Given the reactants Cl.[NH2:2][C:3]([NH2:5])=[NH:4].CO.C[O-].[Na+].[C:11]([NH:14][C:15]1[S:16][C:17]([CH2:32][C:33]2[CH:38]=[CH:37][C:36]([S:39]([CH3:42])(=[O:41])=[O:40])=[CH:35][CH:34]=2)=[C:18]([CH2:20][CH2:21][C:22]2[CH:31]=[CH:30][C:25]([C:26](OC)=[O:27])=[CH:24][CH:23]=2)[N:19]=1)(=[O:13])[CH3:12], predict the reaction product. The product is: [C:11]([NH:14][C:15]1[S:16][C:17]([CH2:32][C:33]2[CH:34]=[CH:35][C:36]([S:39]([CH3:42])(=[O:40])=[O:41])=[CH:37][CH:38]=2)=[C:18]([CH2:20][CH2:21][C:22]2[CH:23]=[CH:24][C:25]([C:26]([NH:4][C:3]([NH2:5])=[NH:2])=[O:27])=[CH:30][CH:31]=2)[N:19]=1)(=[O:13])[CH3:12]. (5) Given the reactants Cl[CH2:2][C:3]1[C:8](=[O:9])[CH:7]=[CH:6][N:5]([C:10]2[CH:11]=[N:12][N:13]([CH3:15])[CH:14]=2)[N:4]=1.C(=O)([O-])[O-].[K+].[K+].[OH:22][C:23]1[CH:24]=[C:25]2[C:30](=[CH:31][CH:32]=1)[N:29]=[CH:28][CH:27]=[CH:26]2.O, predict the reaction product. The product is: [CH3:15][N:13]1[CH:14]=[C:10]([N:5]2[CH:6]=[CH:7][C:8](=[O:9])[C:3]([CH2:2][O:22][C:23]3[CH:24]=[C:25]4[C:30](=[CH:31][CH:32]=3)[N:29]=[CH:28][CH:27]=[CH:26]4)=[N:4]2)[CH:11]=[N:12]1.